From a dataset of Full USPTO retrosynthesis dataset with 1.9M reactions from patents (1976-2016). Predict the reactants needed to synthesize the given product. (1) Given the product [CH3:2][C:3]1[CH:4]=[C:5]([CH:6]=[CH:7][CH:8]=1)[C:9]([C:10]1[CH:26]=[CH:25][C:24](=[O:27])[N:15]2[C:14]3[CH2:16][CH2:17][CH2:18][CH2:19][C:13]=3[NH:12][C:11]=12)=[O:20], predict the reactants needed to synthesize it. The reactants are: Cl.[CH3:2][C:3]1[CH:4]=[C:5]([C:9](=[O:20])[CH2:10][C:11]2[NH:15][C:14]3[CH2:16][CH2:17][CH2:18][CH2:19][C:13]=3[N:12]=2)[CH:6]=[CH:7][CH:8]=1.C[O-].[Na+].[C:24](OC)(=[O:27])[C:25]#[CH:26]. (2) Given the product [C:1](/[CH:3]=[C:42](/[C:41]([NH:40][C:18]1[CH:17]=[N:16][N:15]([CH3:14])[C:19]=1[NH:20][C:21]([C:22]1[CH:27]=[CH:26][CH:25]=[CH:24][CH:23]=1)([C:28]1[CH:33]=[CH:32][CH:31]=[CH:30][CH:29]=1)[C:34]1[CH:39]=[CH:38][CH:37]=[CH:36][CH:35]=1)=[O:54])\[CH2:43][CH2:44][NH:45][C:46](=[O:52])[O:47][C:48]([CH3:49])([CH3:51])[CH3:50])#[N:2], predict the reactants needed to synthesize it. The reactants are: [C:1]([CH2:3]P(=O)(OCC)OCC)#[N:2].[H-].[Na+].[CH3:14][N:15]1[C:19]([NH:20][C:21]([C:34]2[CH:39]=[CH:38][CH:37]=[CH:36][CH:35]=2)([C:28]2[CH:33]=[CH:32][CH:31]=[CH:30][CH:29]=2)[C:22]2[CH:27]=[CH:26][CH:25]=[CH:24][CH:23]=2)=[C:18]([NH:40][C:41](=[O:54])[C:42](=O)[CH2:43][CH2:44][NH:45][C:46](=[O:52])[O:47][C:48]([CH3:51])([CH3:50])[CH3:49])[CH:17]=[N:16]1.O.